Dataset: Catalyst prediction with 721,799 reactions and 888 catalyst types from USPTO. Task: Predict which catalyst facilitates the given reaction. Product: [CH3:14][C:15]1[CH:16]=[CH:17][C:18]([N+:23]([O-:25])=[O:24])=[C:19](/[CH:20]=[C:11](\[C:8]2[CH:9]=[N:10][C:5]([CH3:4])=[CH:6][CH:7]=2)/[C:12]#[N:13])[CH:22]=1. The catalyst class is: 24. Reactant: [Na].C[O-].[CH3:4][C:5]1[N:10]=[CH:9][C:8]([CH2:11][C:12]#[N:13])=[CH:7][CH:6]=1.[CH3:14][C:15]1[CH:16]=[CH:17][C:18]([N+:23]([O-:25])=[O:24])=[C:19]([CH:22]=1)[CH:20]=O.